From a dataset of Full USPTO retrosynthesis dataset with 1.9M reactions from patents (1976-2016). Predict the reactants needed to synthesize the given product. Given the product [N:1]1[CH:6]=[CH:5][C:4]([NH:7][S:8]([C:11]2[C:16]([Cl:17])=[CH:15][CH:14]=[C:13]([N+:18]([O-:20])=[O:19])[C:12]=2[OH:24])(=[O:10])=[O:9])=[CH:3][CH:2]=1, predict the reactants needed to synthesize it. The reactants are: [N:1]1[CH:6]=[CH:5][C:4]([NH:7][S:8]([C:11]2[C:16]([Cl:17])=[CH:15][CH:14]=[C:13]([N+:18]([O-:20])=[O:19])[C:12]=2Cl)(=[O:10])=[O:9])=[CH:3][CH:2]=1.[H-].[Na+].[OH2:24].